Dataset: Full USPTO retrosynthesis dataset with 1.9M reactions from patents (1976-2016). Task: Predict the reactants needed to synthesize the given product. (1) Given the product [C:25]([O:29][C:6](=[O:15])[NH:3][C:34]1[CH:33]=[N:32][C:31]([CH3:30])=[CH:39][CH:38]=1)([CH3:28])([CH3:27])[CH3:26], predict the reactants needed to synthesize it. The reactants are: C([N:3]([CH2:6]C)CC)C.C1(P(N=[N+]=[N-])(C2C=CC=CC=2)=[O:15])C=CC=CC=1.[C:25]([OH:29])([CH3:28])([CH3:27])[CH3:26].[CH3:30][C:31]1[CH:39]=[CH:38][C:34](C(O)=O)=[CH:33][N:32]=1. (2) Given the product [ClH:1].[ClH:1].[NH2:3][C@H:4]1[CH2:5][CH2:6][C@H:7]([NH:10][C:11]2[N:19]=[C:18]3[C:14]([N:15]=[CH:16][N:17]3[CH:20]3[CH2:21][CH2:22][CH2:23][CH2:24]3)=[C:13]([NH:25][C:26]3[CH:33]=[CH:32][C:29]([C:30]4[NH:41][N:40]=[N:39][N:31]=4)=[CH:28][CH:27]=3)[N:12]=2)[CH2:8][CH2:9]1, predict the reactants needed to synthesize it. The reactants are: [ClH:1].Cl.[NH2:3][C@H:4]1[CH2:9][CH2:8][C@H:7]([NH:10][C:11]2[N:19]=[C:18]3[C:14]([N:15]=[CH:16][N:17]3[CH:20]3[CH2:24][CH2:23][CH2:22][CH2:21]3)=[C:13]([NH:25][C:26]3[CH:33]=[CH:32][C:29]([C:30]#[N:31])=[CH:28][CH:27]=3)[N:12]=2)[CH2:6][CH2:5]1.O1CCCC1.[N:39]([Sn](CCCC)(CCCC)CCCC)=[N+:40]=[N-:41].